Dataset: Forward reaction prediction with 1.9M reactions from USPTO patents (1976-2016). Task: Predict the product of the given reaction. (1) Given the reactants Cl[C:2]1[N:3]=[C:4]([N:23]2[CH2:28][CH2:27][O:26][CH2:25][CH2:24]2)[C:5]2[S:10][C:9]([CH2:11][N:12]([CH:14]3[CH2:19][CH2:18][N:17]([CH:20]([CH3:22])[CH3:21])[CH2:16][CH2:15]3)[CH3:13])=[CH:8][C:6]=2[N:7]=1.CC1(C)C(C)(C)OB([C:37]2[CH:38]=[N:39][C:40]([NH2:43])=[N:41][CH:42]=2)O1.C([O-])([O-])=O.[Na+].[Na+].Cl, predict the reaction product. The product is: [CH:20]([N:17]1[CH2:18][CH2:19][CH:14]([N:12]([CH2:11][C:9]2[S:10][C:5]3[C:4]([N:23]4[CH2:28][CH2:27][O:26][CH2:25][CH2:24]4)=[N:3][C:2]([C:37]4[CH:38]=[N:39][C:40]([NH2:43])=[N:41][CH:42]=4)=[N:7][C:6]=3[CH:8]=2)[CH3:13])[CH2:15][CH2:16]1)([CH3:22])[CH3:21]. (2) The product is: [Cl:1][C:2]1[N:3]=[N:4][C:5]([Cl:9])=[CH:6][C:7]=1[N:10]1[CH2:15][CH2:14][CH:13]([CH2:16][OH:17])[CH2:12][CH2:11]1. Given the reactants [Cl:1][C:2]1[N:3]=[N:4][C:5]([Cl:9])=[CH:6][C:7]=1Cl.[NH:10]1[CH2:15][CH2:14][CH:13]([CH2:16][OH:17])[CH2:12][CH2:11]1.CCN(CC)CC, predict the reaction product. (3) Given the reactants Br[C:2]1[CH:7]=[CH:6][CH:5]=[C:4]([Cl:8])[C:3]=1[Cl:9].C([Li])CCC.[C:15]([N:22]1[CH2:26][CH2:25][C:24](=[O:27])[CH2:23]1)([O:17][C:18]([CH3:21])([CH3:20])[CH3:19])=[O:16], predict the reaction product. The product is: [Cl:9][C:3]1[C:4]([Cl:8])=[CH:5][CH:6]=[CH:7][C:2]=1[C:24]1([OH:27])[CH2:25][CH2:26][N:22]([C:15]([O:17][C:18]([CH3:20])([CH3:19])[CH3:21])=[O:16])[CH2:23]1. (4) Given the reactants [CH3:1][C:2]1([CH3:19])[C:10]2[C:5](=[CH:6][C:7]([N+:15]([O-:17])=[O:16])=[C:8]([NH:11]C(=O)C)[CH:9]=2)[NH:4][C:3]1=[O:18].Br[CH2:21][CH2:22][CH:23]([CH3:25])[CH3:24].C([O-])([O-])=O.[K+].[K+].C(Cl)Cl.CO, predict the reaction product. The product is: [NH2:11][C:8]1[CH:9]=[C:10]2[C:5](=[CH:6][C:7]=1[N+:15]([O-:17])=[O:16])[N:4]([CH2:21][CH2:22][CH:23]([CH3:25])[CH3:24])[C:3](=[O:18])[C:2]2([CH3:1])[CH3:19]. (5) The product is: [CH3:23][CH:24]([N:26]=[C:27]=[N:28][CH:29]([CH3:31])[CH3:30])[CH3:25].[CH:32]1[CH:33]=[CH:34][C:35]2[N:40]([OH:41])[N:39]=[N:38][C:36]=2[CH:37]=1. Given the reactants C1C=CC(CNC(CN2C3C(=CC=CC=3)C(C=O)=C2)=O)=CC=1.[CH3:23][CH:24]([N:26]=[C:27]=[N:28][CH:29]([CH3:31])[CH3:30])[CH3:25].[CH:32]1[CH:33]=[CH:34][C:35]2[N:40]([OH:41])[N:39]=[N:38][C:36]=2[CH:37]=1, predict the reaction product. (6) Given the reactants [F:1][C:2]1[CH:3]=[C:4]([NH:9][CH2:10][C:11]([OH:13])=[O:12])[CH:5]=[CH:6][C:7]=1[F:8].Cl.[CH3:15]O, predict the reaction product. The product is: [CH3:15][O:12][C:11](=[O:13])[CH2:10][NH:9][C:4]1[CH:5]=[CH:6][C:7]([F:8])=[C:2]([F:1])[CH:3]=1.